This data is from Catalyst prediction with 721,799 reactions and 888 catalyst types from USPTO. The task is: Predict which catalyst facilitates the given reaction. (1) The catalyst class is: 5. Product: [CH3:1][O:2][C:3]([C:4]1[CH:5]=[C:6]([C:7]2[CH:12]=[CH:11][CH:10]=[C:9]([Br:13])[CH:8]=2)[O:14][N:18]=1)=[O:16]. Reactant: [CH3:1][O:2][C:3](=[O:16])[C:4](=O)[CH2:5][C:6](=[O:14])[C:7]1[CH:12]=[CH:11][CH:10]=[C:9]([Br:13])[CH:8]=1.Cl.[NH2:18]O. (2) Reactant: [F:1][C:2]1[C:10]2[C:5](=[CH:6][CH:7]=[C:8](B3OC(C)(C)C(C)(C)O3)[CH:9]=2)[NH:4][N:3]=1.Br[C:21]1[CH:22]=[C:23]([NH:27][CH:28]([C:32]2[CH:37]=[CH:36][CH:35]=[CH:34][CH:33]=2)[C:29]([NH2:31])=[O:30])[CH:24]=[N:25][CH:26]=1.C([O-])([O-])=O.[K+].[K+]. Product: [F:1][C:2]1[C:10]2[C:5](=[CH:6][CH:7]=[C:8]([C:21]3[CH:22]=[C:23]([NH:27][CH:28]([C:32]4[CH:37]=[CH:36][CH:35]=[CH:34][CH:33]=4)[C:29]([NH2:31])=[O:30])[CH:24]=[N:25][CH:26]=3)[CH:9]=2)[NH:4][N:3]=1. The catalyst class is: 437. (3) Reactant: [Br:1][C:2]1[CH:7]=[CH:6][C:5]([OH:8])=[C:4]([C:9]([CH3:13])([CH3:12])[CH2:10][CH3:11])[CH:3]=1.C(N(CC)CC)C.[Si:21](Cl)([C:24]([CH3:27])([CH3:26])[CH3:25])([CH3:23])[CH3:22].O. Product: [Br:1][C:2]1[CH:7]=[CH:6][C:5]([O:8][Si:21]([C:24]([CH3:27])([CH3:26])[CH3:25])([CH3:23])[CH3:22])=[C:4]([C:9]([CH3:12])([CH3:13])[CH2:10][CH3:11])[CH:3]=1. The catalyst class is: 241. (4) Reactant: [N+:1]([C:4]1[CH:17]=[CH:16][C:7]2[C@H:8]3[C@H:13]([CH2:14][CH2:15][C:6]=2[CH:5]=1)[NH:12][CH2:11][CH2:10][CH2:9]3)([O-:3])=[O:2].[CH2:18](Br)[CH:19]=[CH2:20]. Product: [CH2:20]([N:12]1[C@@H:13]2[C@H:8]([C:7]3[CH:16]=[CH:17][C:4]([N+:1]([O-:3])=[O:2])=[CH:5][C:6]=3[CH2:15][CH2:14]2)[CH2:9][CH2:10][CH2:11]1)[CH:19]=[CH2:18]. The catalyst class is: 1. (5) Product: [N:18]1[CH:19]=[CH:20][C:15]([C:13]2[O:14][C:10]3[C:11](=[C:6]([C:2]([NH2:27])=[O:1])[CH:7]=[CH:8][CH:9]=3)[N:12]=2)=[CH:16][CH:17]=1. The catalyst class is: 18. Reactant: [O:1]=[C:2]([C:6]1[C:11]2[N:12]=[C:13]([C:15]3[CH:20]=[CH:19][N:18]=[CH:17][CH:16]=3)[O:14][C:10]=2[CH:9]=[CH:8][CH:7]=1)C(O)=O.C1C=CC2N(O)N=[N:27]C=2C=1.[NH4+].[Cl-].CCN(C(C)C)C(C)C.CCN=C=NCCCN(C)C.Cl. (6) Reactant: [CH2:1]([O:8][C:9]([N:11]1[CH2:16][CH2:15][C@:14](CC2C=CC=CC=2)(O)[C@@H:13](O)[CH2:12]1)=[O:10])[C:2]1[CH:7]=[CH:6][CH:5]=[CH:4][CH:3]=1.C([O-])(O)=O.[Na+]. Product: [CH2:1]([O:8][C:9]([N:11]1[CH2:16][CH2:15][CH2:14][CH2:13][CH2:12]1)=[O:10])[C:2]1[CH:3]=[CH:4][CH:5]=[CH:6][CH:7]=1. The catalyst class is: 79.